Dataset: Reaction yield outcomes from USPTO patents with 853,638 reactions. Task: Predict the reaction yield, written as a fraction of the theoretical maximum amount of product (1.0 means a 100% yield; for example, 0.34 means a 34% yield). (1) The catalyst is C(O)(C(F)(F)F)=O. The yield is 0.410. The reactants are [C:1]([C:5]1[CH:6]=[C:7]([C:15]2[N:19]([S:20]([N:23]3[CH2:28][CH2:27][CH2:26][CH2:25][CH2:24]3)(=[O:22])=[O:21])[C:18]([CH3:29])=[C:17](C(O)=O)[CH:16]=2)[CH:8]=[C:9]([C:11]([CH3:14])([CH3:13])[CH3:12])[CH:10]=1)([CH3:4])([CH3:3])[CH3:2]. The product is [C:1]([C:5]1[CH:6]=[C:7]([C:15]2[N:19]([S:20]([N:23]3[CH2:24][CH2:25][CH2:26][CH2:27][CH2:28]3)(=[O:21])=[O:22])[C:18]([CH3:29])=[CH:17][CH:16]=2)[CH:8]=[C:9]([C:11]([CH3:13])([CH3:14])[CH3:12])[CH:10]=1)([CH3:2])([CH3:3])[CH3:4]. (2) The reactants are [CH:1]1([Mg]Br)[CH2:3][CH2:2]1.[Cl:6][C:7]1[CH:8]=[CH:9][C:10]([C:30](OC)=[O:31])=[C:11]2[C:15]=1[N:14]=[C:13]1[N:16]([C:20]3[C:21]([CH3:29])=[N:22][C:23]([O:27][CH3:28])=[N:24][C:25]=3[CH3:26])[CH2:17][CH2:18][CH2:19][N:12]21.O1[CH2:38][CH2:37][CH2:36]C1. No catalyst specified. The product is [Cl:6][C:7]1[C:15]2[N:14]=[C:13]3[N:16]([C:20]4[C:25]([CH3:26])=[N:24][C:23]([O:27][CH3:28])=[N:22][C:21]=4[CH3:29])[CH2:17][CH2:18][CH2:19][N:12]3[C:11]=2[C:10]([C:30]([CH:36]2[CH2:37][CH2:38]2)([CH:1]2[CH2:3][CH2:2]2)[OH:31])=[CH:9][CH:8]=1. The yield is 0.380. (3) The reactants are O[CH:2]1[C:18]2[C:17]3[C:12](=[CH:13][CH:14]=[CH:15][CH:16]=3)[C:11](=[O:19])[NH:10][C:9]=2[C:8]2[CH:7]=[CH:6][CH:5]=[CH:4][C:3]1=2.C([SiH](CC)CC)C. The catalyst is FC(F)(F)C(O)=O. The product is [O:19]=[C:11]1[C:12]2[C:17](=[CH:16][CH:15]=[CH:14][CH:13]=2)[C:18]2[CH2:2][C:3]3[CH:4]=[CH:5][CH:6]=[CH:7][C:8]=3[C:9]=2[NH:10]1. The yield is 0.870. (4) The reactants are [OH:1][CH2:2][CH2:3][CH2:4][C:5]([O:7][Li:8])=[O:6].N1C=CN=C1.[CH3:14][C:15]([Si:18](Cl)([CH3:20])[CH3:19])([CH3:17])[CH3:16].O. The catalyst is CN(C=O)C. The product is [Si:18]([O:1][CH2:2][CH2:3][CH2:4][C:5]([O:7][Li:8])=[O:6])([C:15]([CH3:17])([CH3:16])[CH3:14])([CH3:20])[CH3:19]. The yield is 0.890. (5) The reactants are Cl.[CH3:2][NH:3][O:4][CH3:5].[CH3:6][N:7]([S:26]([C:29]1[S:30][CH:31]=[CH:32][CH:33]=1)(=[O:28])=[O:27])[C:8]1[CH:9]=[CH:10][CH:11]=[C:12]2[C:16]=1[NH:15][C:14]([C:17]1[S:18][CH:19]([CH2:22][C:23]([OH:25])=O)[CH2:20][N:21]=1)=[CH:13]2.N1(O)C2C=CC=CC=2N=N1.Cl.CN(C)CCCN=C=NCC. The catalyst is CN(C)C=O.C(OCC)(=O)C.C(N(CC)CC)C. The product is [CH3:5][O:4][N:3]([CH3:2])[C:23](=[O:25])[CH2:22][CH:19]1[S:18][C:17]([C:14]2[NH:15][C:16]3[C:12]([CH:13]=2)=[CH:11][CH:10]=[CH:9][C:8]=3[N:7]([CH3:6])[S:26]([C:29]2[S:30][CH:31]=[CH:32][CH:33]=2)(=[O:28])=[O:27])=[N:21][CH2:20]1. The yield is 0.810. (6) The reactants are Cl[C:2]1[N:7]=[N:6][C:5]([O:8][CH:9]2[CH2:12][N:11]([C:13]3[CH:22]=[CH:21][C:20]4[C:15](=[CH:16][CH:17]=[CH:18][CH:19]=4)[N:14]=3)[CH2:10]2)=[C:4]([N:23]2[CH2:28][CH2:27][CH:26]([C:29](=[O:31])[CH3:30])[CH2:25][CH2:24]2)[CH:3]=1. The catalyst is CO.[Pd]. The product is [N:14]1[C:15]2[C:20](=[CH:19][CH:18]=[CH:17][CH:16]=2)[CH:21]=[CH:22][C:13]=1[N:11]1[CH2:10][CH:9]([O:8][C:5]2[N:6]=[N:7][CH:2]=[CH:3][C:4]=2[N:23]2[CH2:24][CH2:25][CH:26]([C:29](=[O:31])[CH3:30])[CH2:27][CH2:28]2)[CH2:12]1. The yield is 0.960. (7) The product is [Br:1][C:2]1[CH:3]=[C:4]([CH:8]=[CH:9][CH:10]=1)[C:5]([NH:15][CH:16]1[CH2:20][CH2:19][NH:18][CH2:17]1)=[O:7]. The catalyst is C(#N)C. The yield is 0.370. The reactants are [Br:1][C:2]1[CH:3]=[C:4]([CH:8]=[CH:9][CH:10]=1)[C:5]([OH:7])=O.C(Cl)CCl.[NH2:15][C@@H:16]1[CH2:20][CH2:19][NH:18][CH2:17]1.